From a dataset of Antibody developability classification from SAbDab with 2,409 antibodies. Regression/Classification. Given an antibody's heavy chain and light chain sequences, predict its developability. TAP uses regression for 5 developability metrics; SAbDab uses binary classification. (1) The antibody is ['EVKLVESGGGLVKPGGSLKLSCAASGFIFSNYAMSWVRQTPEKRLEWVATISGGGRNIYSLDSVKGRFTFFRDNARNTLYLQMSSLRSEDTAMYFCSRENYGSSFTYWGQGTLVTVSS', 'DVLMTQTPLSLPVGLGDQASISCRSSQSIVHSNGNTYLEWYLQKPGQSPKLLIYKVSNRFSGVPDRFSGSGSGTDFTLKISRVEAEDLGVYYCFQGSHAPYTFGGGTKLEIK']. Result: 0 (not developable). (2) Result: 1 (developable). The antibody is ['EVKLVESGGGLVQPGGSLRLACATSGFTFTDYYMSWVRQPPGKALEWLGFIRNKAKGYTTEYSASVKGRFTISRDNSQSSLYLQMNTLRAEDSATYYCARDHDGYYERFAYWGQGTLVTVSA', 'DIVMTQSPSSLAVSAGEKVTMNCKSSQSLLNSRTRKNYLAWYQQKPGQSPKLLIYWASTRESGVPDRFTGSGSGTDFALTISSVQAEDLAVYYCKQSYNLRTFGGGTKLEIK']. (3) The antibody is ['EVQLQQSGPELVKPGASVKISCKTSGYTFTKYTMHWVKQSHGKSLEWIGDINPNNGGTNYNQKFKGTATLTVHKSSTTAYMELRSLTSEDSAVYYCTSKSFDYWGQGTTLTVSS', 'QIVLTQSPAIMSASPGEKVTITCSASSSVSNIHWFQQKPGTFPKLWIYSTSTLASGVPGRFSGSGSGTSYSLTISRMGAEDAATYYCQQRSGYPFTFGSGTKLEIK']. Result: 1 (developable). (4) The antibody is ['EVQLVESGGGLMRPGGSLKLSCAASGFAFSRFDMSWVRQTPEKRLEWVAYIRNGADDTYYADTEKGRFTISRDNAKNTLYLQLSSLKIEDTAMYYCVRHSGYSYVIDYWGQGTSVTVSS', 'DIKMTQSPSSMYASLGERVTFTCKASQDIYSSFSWFQQRPGKSPKTLIYRANRLVDGVPSRFSGSGSGQDYSLTISSLEYEDMGVYFCLQHEEFPPTFGGGTKLELK']. Result: 0 (not developable). (5) The antibody is ['4xbe', '4wy7_L']. Result: 1 (developable).